Dataset: NCI-60 drug combinations with 297,098 pairs across 59 cell lines. Task: Regression. Given two drug SMILES strings and cell line genomic features, predict the synergy score measuring deviation from expected non-interaction effect. (1) Drug 1: C1=CC(=CC=C1CC(C(=O)O)N)N(CCCl)CCCl.Cl. Drug 2: CS(=O)(=O)OCCCCOS(=O)(=O)C. Cell line: HT29. Synergy scores: CSS=14.9, Synergy_ZIP=-0.998, Synergy_Bliss=7.84, Synergy_Loewe=-1.94, Synergy_HSA=3.61. (2) Drug 1: C1C(C(OC1N2C=NC3=C(N=C(N=C32)Cl)N)CO)O. Drug 2: C1CCC(C(C1)N)N.C(=O)(C(=O)[O-])[O-].[Pt+4]. Cell line: OVCAR-5. Synergy scores: CSS=47.6, Synergy_ZIP=-6.36, Synergy_Bliss=-6.70, Synergy_Loewe=-7.27, Synergy_HSA=-0.352. (3) Drug 1: C1=CC(=CC=C1C#N)C(C2=CC=C(C=C2)C#N)N3C=NC=N3. Drug 2: C1=NC2=C(N=C(N=C2N1C3C(C(C(O3)CO)O)O)F)N. Cell line: TK-10. Synergy scores: CSS=10.1, Synergy_ZIP=-5.63, Synergy_Bliss=-5.34, Synergy_Loewe=-6.79, Synergy_HSA=-5.78. (4) Drug 1: CCC(=C(C1=CC=CC=C1)C2=CC=C(C=C2)OCCN(C)C)C3=CC=CC=C3.C(C(=O)O)C(CC(=O)O)(C(=O)O)O. Drug 2: C(CC(=O)O)C(=O)CN.Cl. Cell line: SF-539. Synergy scores: CSS=1.03, Synergy_ZIP=-5.50, Synergy_Bliss=-11.0, Synergy_Loewe=-8.78, Synergy_HSA=-8.03.